From a dataset of Forward reaction prediction with 1.9M reactions from USPTO patents (1976-2016). Predict the product of the given reaction. Given the reactants [C:1]([C:5]1[CH:17]=[CH:16][C:15]2[C:14]3[C:9](=[CH:10][C:11]([C:18]([CH3:21])([CH3:20])[CH3:19])=[CH:12][CH:13]=3)[CH2:8][C:7]=2[CH:6]=1)([CH3:4])([CH3:3])[CH3:2].[CH3:22]CCCCC.C([Li])CCC.[C:33]([C:37]1[CH:38]=[CH:39][C:40](=[C:42]([CH3:44])[CH3:43])[CH:41]=1)([CH3:36])([CH3:35])[CH3:34], predict the reaction product. The product is: [C:33]([C:37]1[CH:38]=[C:39]([CH3:22])[CH:40]([C:42]([C:10]2[C:9]3[CH2:8][C:7]4[C:15](=[CH:16][CH:17]=[C:5]([C:1]([CH3:4])([CH3:3])[CH3:2])[CH:6]=4)[C:14]=3[CH:13]=[CH:12][C:11]=2[C:18]([CH3:21])([CH3:20])[CH3:19])([CH3:44])[CH3:43])[CH:41]=1)([CH3:36])([CH3:35])[CH3:34].